This data is from Forward reaction prediction with 1.9M reactions from USPTO patents (1976-2016). The task is: Predict the product of the given reaction. (1) Given the reactants [C:1]([O:5][C:6](=[O:43])[NH:7][C@H:8]1[CH2:13][CH2:12][C@H:11]([N:14]([C:17]2[CH:22]=[CH:21][CH:20]=[C:19]([C:23](=[O:39])[NH:24][CH2:25][C:26]3[C:27]([O:37][CH3:38])=[N:28][C:29]([CH3:36])=[CH:30][C:31]=3[CH2:32][CH2:33][CH:34]=[CH2:35])[C:18]=2[CH2:40]C=C)[CH2:15][CH3:16])[CH2:10][CH2:9]1)([CH3:4])([CH3:3])[CH3:2], predict the reaction product. The product is: [C:1]([O:5][C:6](=[O:43])[NH:7][C@H:8]1[CH2:9][CH2:10][C@H:11]([N:14]([CH2:15][CH3:16])[C:17]2[C:18]3[CH2:40][CH:35]=[CH:34][CH2:33][CH2:32][C:31]4[CH:30]=[C:29]([CH3:36])[N:28]=[C:27]([O:37][CH3:38])[C:26]=4[CH2:25][NH:24][C:23](=[O:39])[C:19]=3[CH:20]=[CH:21][CH:22]=2)[CH2:12][CH2:13]1)([CH3:2])([CH3:3])[CH3:4]. (2) Given the reactants [OH-:1].[Na+].[CH2:3](Br)[C:4]1[CH:9]=[CH:8][CH:7]=[CH:6][CH:5]=1.C(Cl)Cl.CO, predict the reaction product. The product is: [CH2:3]([O:1][CH2:3][C:4]1[CH:9]=[CH:8][CH:7]=[CH:6][CH:5]=1)[C:4]1[CH:9]=[CH:8][CH:7]=[CH:6][CH:5]=1.